From a dataset of Full USPTO retrosynthesis dataset with 1.9M reactions from patents (1976-2016). Predict the reactants needed to synthesize the given product. (1) Given the product [CH3:1][O:2][C:3](=[O:13])[C:4]1[CH:9]=[CH:8][C:7](/[CH:10]=[CH:11]/[C:21]#[C:20][C:14]2[CH:19]=[CH:18][CH:17]=[CH:16][CH:15]=2)=[CH:6][CH:5]=1, predict the reactants needed to synthesize it. The reactants are: [CH3:1][O:2][C:3](=[O:13])[C:4]1[CH:9]=[CH:8][C:7](/[CH:10]=[CH:11]/I)=[CH:6][CH:5]=1.[C:14]1([C:20]#[CH:21])[CH:19]=[CH:18][CH:17]=[CH:16][CH:15]=1.C(NC(C)C)(C)C.C(I)=C. (2) Given the product [Cl:1][C:2]1[N:3]=[CH:4][C:5]2[NH:19][C:14](=[O:15])[C:9]3([CH3:18])[CH2:10][O:11][CH2:12][CH2:13][N:8]3[C:6]=2[N:7]=1, predict the reactants needed to synthesize it. The reactants are: [Cl:1][C:2]1[N:7]=[C:6]([N:8]2[CH2:13][CH2:12][O:11][CH2:10][C:9]2([CH3:18])[C:14](OC)=[O:15])[C:5]([N+:19]([O-])=O)=[CH:4][N:3]=1.[H][H]. (3) Given the product [N:18]1([CH:16]([NH:7][C:5](=[O:6])[C:4]2[CH:3]=[C:2]([F:1])[CH:10]=[C:9]([F:11])[CH:8]=2)[C:13]([CH3:14])([CH3:15])[CH3:12])[C:22]2[CH:23]=[CH:24][CH:25]=[CH:26][C:21]=2[N:20]=[N:19]1, predict the reactants needed to synthesize it. The reactants are: [F:1][C:2]1[CH:3]=[C:4]([CH:8]=[C:9]([F:11])[CH:10]=1)[C:5]([NH2:7])=[O:6].[CH3:12][C:13]([CH:16]=O)([CH3:15])[CH3:14].[NH:18]1[C:22]2[CH:23]=[CH:24][CH:25]=[CH:26][C:21]=2[N:20]=[N:19]1.C1(C)C=CC(S(O)(=O)=O)=CC=1. (4) The reactants are: C([O:8][C:9]1[C:10]([C:44]([O:46][CH3:47])=[O:45])=[N:11][C:12]([C:15]2[CH:20]=[CH:19][C:18]([O:21][CH3:22])=[C:17]([CH:23]3[C:36]4[C:35](=[O:37])[CH2:34][C:33]([CH3:39])([CH3:38])[CH2:32][C:31]=4[O:30][C:29]4[CH2:28][C:27]([CH3:41])([CH3:40])[CH2:26][C:25](=[O:42])[C:24]3=4)[C:16]=2[CH3:43])=[CH:13][CH:14]=1)C1C=CC=CC=1. Given the product [OH:8][C:9]1[C:10]([C:44]([O:46][CH3:47])=[O:45])=[N:11][C:12]([C:15]2[CH:20]=[CH:19][C:18]([O:21][CH3:22])=[C:17]([CH:23]3[C:24]4[C:25](=[O:42])[CH2:26][C:27]([CH3:40])([CH3:41])[CH2:28][C:29]=4[O:30][C:31]4[CH2:32][C:33]([CH3:39])([CH3:38])[CH2:34][C:35](=[O:37])[C:36]3=4)[C:16]=2[CH3:43])=[CH:13][CH:14]=1, predict the reactants needed to synthesize it. (5) Given the product [CH:1]1([N:4]([CH2:12][C:13]2[CH:14]=[C:15]([CH2:23][CH2:24][CH2:25][O:26][CH3:30])[CH:16]=[C:17]3[C:22]=2[N:21]=[CH:20][CH:19]=[CH:18]3)[C:5](=[O:11])[O:6][C:7]([CH3:9])([CH3:10])[CH3:8])[CH2:2][CH2:3]1, predict the reactants needed to synthesize it. The reactants are: [CH:1]1([N:4]([CH2:12][C:13]2[CH:14]=[C:15]([CH2:23][CH2:24][CH2:25][OH:26])[CH:16]=[C:17]3[C:22]=2[N:21]=[CH:20][CH:19]=[CH:18]3)[C:5](=[O:11])[O:6][C:7]([CH3:10])([CH3:9])[CH3:8])[CH2:3][CH2:2]1.[H-].[Na+].I[CH3:30]. (6) Given the product [Cl:54][C:50]1[CH:49]=[C:48]([CH:53]=[CH:52][CH:51]=1)[CH2:47][N:34]1[C:35]([C:37]([F:39])([F:40])[F:38])=[CH:36][C:32]([C:29]2[CH:28]=[CH:27][C:26]([Cl:25])=[CH:31][CH:30]=2)=[C:33]1[C:41]([O:43][CH2:44][CH3:45])=[O:42], predict the reactants needed to synthesize it. The reactants are: CC([O-])(C)C.[K+].C1OCCOCCOCCOCCOCCOC1.[Cl:25][C:26]1[CH:31]=[CH:30][C:29]([C:32]2[CH:36]=[C:35]([C:37]([F:40])([F:39])[F:38])[NH:34][C:33]=2[C:41]([O:43][CH2:44][CH3:45])=[O:42])=[CH:28][CH:27]=1.Br[CH2:47][C:48]1[CH:53]=[CH:52][CH:51]=[C:50]([Cl:54])[CH:49]=1.OS([O-])(=O)=O.[K+].